Dataset: Forward reaction prediction with 1.9M reactions from USPTO patents (1976-2016). Task: Predict the product of the given reaction. Given the reactants [CH2:1]([O:3][CH:4]([C:9]1[CH:14]=[CH:13][C:12]([O:15][CH2:16][C:17]2[CH2:22][CH2:21][CH2:20][C:19]3([CH2:27][CH2:26][CH2:25][CH2:24][CH2:23]3)[CH:18]=2)=[CH:11][CH:10]=1)[CH2:5][C:6](O)=[O:7])[CH3:2].C(Cl)(=O)C(C)(C)C.[CH2:35]([C@@H:42]1[CH2:46][O:45][C:44](=[O:47])[NH:43]1)[C:36]1[CH:41]=[CH:40][CH:39]=[CH:38][CH:37]=1.[Br-].[Li+], predict the reaction product. The product is: [CH2:35]([C@@H:42]1[CH2:46][O:45][C:44](=[O:47])[N:43]1[C:6](=[O:7])[CH2:5][CH:4]([O:3][CH2:1][CH3:2])[C:9]1[CH:10]=[CH:11][C:12]([O:15][CH2:16][C:17]2[CH2:22][CH2:21][CH2:20][C:19]3([CH2:27][CH2:26][CH2:25][CH2:24][CH2:23]3)[CH:18]=2)=[CH:13][CH:14]=1)[C:36]1[CH:37]=[CH:38][CH:39]=[CH:40][CH:41]=1.